This data is from NCI-60 drug combinations with 297,098 pairs across 59 cell lines. The task is: Regression. Given two drug SMILES strings and cell line genomic features, predict the synergy score measuring deviation from expected non-interaction effect. (1) Drug 1: COC1=NC(=NC2=C1N=CN2C3C(C(C(O3)CO)O)O)N. Drug 2: CNC(=O)C1=NC=CC(=C1)OC2=CC=C(C=C2)NC(=O)NC3=CC(=C(C=C3)Cl)C(F)(F)F. Cell line: SK-OV-3. Synergy scores: CSS=-4.98, Synergy_ZIP=1.32, Synergy_Bliss=-0.839, Synergy_Loewe=-4.43, Synergy_HSA=-5.48. (2) Drug 1: C1=CC(=C2C(=C1NCCNCCO)C(=O)C3=C(C=CC(=C3C2=O)O)O)NCCNCCO. Drug 2: CC1CCCC2(C(O2)CC(NC(=O)CC(C(C(=O)C(C1O)C)(C)C)O)C(=CC3=CSC(=N3)C)C)C. Cell line: 786-0. Synergy scores: CSS=43.6, Synergy_ZIP=0.0857, Synergy_Bliss=1.41, Synergy_Loewe=0.880, Synergy_HSA=1.29. (3) Drug 1: CCCS(=O)(=O)NC1=C(C(=C(C=C1)F)C(=O)C2=CNC3=C2C=C(C=N3)C4=CC=C(C=C4)Cl)F. Drug 2: C1=CC=C(C=C1)NC(=O)CCCCCCC(=O)NO. Cell line: RXF 393. Synergy scores: CSS=24.6, Synergy_ZIP=1.21, Synergy_Bliss=7.08, Synergy_Loewe=8.18, Synergy_HSA=8.42. (4) Drug 1: CC1CCC2CC(C(=CC=CC=CC(CC(C(=O)C(C(C(=CC(C(=O)CC(OC(=O)C3CCCCN3C(=O)C(=O)C1(O2)O)C(C)CC4CCC(C(C4)OC)O)C)C)O)OC)C)C)C)OC. Drug 2: CNC(=O)C1=NC=CC(=C1)OC2=CC=C(C=C2)NC(=O)NC3=CC(=C(C=C3)Cl)C(F)(F)F. Cell line: CCRF-CEM. Synergy scores: CSS=-18.8, Synergy_ZIP=7.36, Synergy_Bliss=1.32, Synergy_Loewe=-20.3, Synergy_HSA=-12.8. (5) Cell line: HCC-2998. Drug 2: C1C(C(OC1N2C=NC(=NC2=O)N)CO)O. Drug 1: CS(=O)(=O)OCCCCOS(=O)(=O)C. Synergy scores: CSS=19.8, Synergy_ZIP=-10.4, Synergy_Bliss=-10.8, Synergy_Loewe=-7.17, Synergy_HSA=-4.12. (6) Drug 1: CC1=C(C=C(C=C1)NC(=O)C2=CC=C(C=C2)CN3CCN(CC3)C)NC4=NC=CC(=N4)C5=CN=CC=C5. Drug 2: B(C(CC(C)C)NC(=O)C(CC1=CC=CC=C1)NC(=O)C2=NC=CN=C2)(O)O. Cell line: SW-620. Synergy scores: CSS=19.2, Synergy_ZIP=3.70, Synergy_Bliss=1.43, Synergy_Loewe=-52.3, Synergy_HSA=-5.42.